Predict the product of the given reaction. From a dataset of Forward reaction prediction with 1.9M reactions from USPTO patents (1976-2016). (1) Given the reactants [F:1][C:2]1[CH:3]=[C:4]([CH:20]=[CH:21][C:22]=1[CH3:23])[C:5]([N:7]1[CH2:12][CH2:11][N:10](C(OC(C)(C)C)=O)[CH2:9][CH2:8]1)=[O:6].[ClH:24].CCOC(C)=O, predict the reaction product. The product is: [ClH:24].[F:1][C:2]1[CH:3]=[C:4]([C:5]([N:7]2[CH2:8][CH2:9][NH:10][CH2:11][CH2:12]2)=[O:6])[CH:20]=[CH:21][C:22]=1[CH3:23]. (2) Given the reactants [CH3:1][N:2]1[CH2:7][CH2:6][N:5]([CH2:8][C:9]2[S:17][C:16]3[C:15]([N:18]4[CH2:23][CH2:22][O:21][CH2:20][CH2:19]4)=[N:14][C:13]([C:24]4[CH:29]=[CH:28][CH:27]=[C:26]([O:30][SiH2]C(C)(C)C(C)(C)C)[CH:25]=4)=[N:12][C:11]=3[CH:10]=2)[CH2:4][CH2:3]1.[F-].C([N+](CCCC)(CCCC)CCCC)CCC, predict the reaction product. The product is: [CH3:1][N:2]1[CH2:7][CH2:6][N:5]([CH2:8][C:9]2[S:17][C:16]3[C:15]([N:18]4[CH2:19][CH2:20][O:21][CH2:22][CH2:23]4)=[N:14][C:13]([C:24]4[CH:25]=[C:26]([OH:30])[CH:27]=[CH:28][CH:29]=4)=[N:12][C:11]=3[CH:10]=2)[CH2:4][CH2:3]1. (3) Given the reactants [F:1][C:2]1[CH:3]=[C:4]2[C:9](=[C:10]([F:12])[CH:11]=1)[O:8][CH2:7][C@H:6]([N:13]1[C:17]([CH2:18][C:19]([O:21]CC)=[O:20])=[CH:16][NH:15][C:14]1=[S:24])[CH2:5]2.[OH-].[Na+].O, predict the reaction product. The product is: [F:1][C:2]1[CH:3]=[C:4]2[C:9](=[C:10]([F:12])[CH:11]=1)[O:8][CH2:7][C@H:6]([N:13]1[C:17]([CH2:18][C:19]([OH:21])=[O:20])=[CH:16][NH:15][C:14]1=[S:24])[CH2:5]2.